This data is from Reaction yield outcomes from USPTO patents with 853,638 reactions. The task is: Predict the reaction yield, written as a fraction of the theoretical maximum amount of product (1.0 means a 100% yield; for example, 0.34 means a 34% yield). (1) The reactants are [CH2:1]([N:8]1[CH2:12][CH2:11][CH:10](S(C)(=O)=O)[CH2:9]1)[C:2]1[CH:7]=[CH:6][CH:5]=[CH:4][CH:3]=1.[CH3:17][NH2:18].Cl.[CH3:20]O. The catalyst is O. The product is [CH2:1]([N:8]1[CH2:12][CH2:11][CH:10]([CH2:17][NH:18][CH3:20])[CH2:9]1)[C:2]1[CH:7]=[CH:6][CH:5]=[CH:4][CH:3]=1. The yield is 0.847. (2) The reactants are Br[CH2:2][C:3]#[C:4][CH2:5]C.[O:7]=[CH:8][C:9]1[CH:17]=[CH:16][C:14]([OH:15])=[C:11]([O:12][CH3:13])[CH:10]=1.[C:18](=O)([O-])[O-].[K+].[K+]. The catalyst is CC(C)=O. The product is [CH3:18][O:15][C:14]1[CH:16]=[CH:17][C:9]([CH:8]=[O:7])=[CH:10][C:11]=1[O:12][CH2:13][C:2]#[C:3][CH2:4][CH3:5]. The yield is 0.960. (3) The reactants are FC(F)(F)S(O[C:7]1[CH:12]=[CH:11][C:10]([N+:13]([O-:15])=[O:14])=[C:9]([F:16])[CH:8]=1)(=O)=O.[CH:19]1(B(O)O)[CH2:21][CH2:20]1.ClCCl.C(=O)([O-])[O-].[Cs+].[Cs+].O. The catalyst is C1(C)C=CC=CC=1.C1C=CC(P(C2C=CC=CC=2)[C-]2C=CC=C2)=CC=1.C1C=CC(P(C2C=CC=CC=2)[C-]2C=CC=C2)=CC=1.Cl[Pd]Cl.[Fe+2]. The product is [CH:19]1([C:7]2[CH:12]=[CH:11][C:10]([N+:13]([O-:15])=[O:14])=[C:9]([F:16])[CH:8]=2)[CH2:21][CH2:20]1. The yield is 0.917. (4) The reactants are [CH3:1][C:2]12[NH:8][C:7](=[O:9])[CH:6]1[CH2:5][CH2:4][CH2:3]2.C(N(CC)CC)C.[C:17](O[C:17]([O:19][C:20]([CH3:23])([CH3:22])[CH3:21])=[O:18])([O:19][C:20]([CH3:23])([CH3:22])[CH3:21])=[O:18]. The catalyst is C1COCC1.CN(C)C1C=CN=CC=1. The product is [CH3:1][C:2]12[N:8]([C:17]([O:19][C:20]([CH3:23])([CH3:22])[CH3:21])=[O:18])[C:7](=[O:9])[CH:6]1[CH2:5][CH2:4][CH2:3]2. The yield is 0.200. (5) The reactants are [Cl:1][C:2]1[C:11]([Cl:12])=[C:10]2[C:5]([C:6](=[O:22])[C:7]([C:17]([O:19]CC)=[O:18])=[CH:8][N:9]2[C@@H:13]2[CH2:15][C@@H:14]2[F:16])=[CH:4][CH:3]=1.C(O)(=O)C.Cl. The catalyst is O. The product is [Cl:1][C:2]1[C:11]([Cl:12])=[C:10]2[C:5]([C:6](=[O:22])[C:7]([C:17]([OH:19])=[O:18])=[CH:8][N:9]2[C@@H:13]2[CH2:15][C@@H:14]2[F:16])=[CH:4][CH:3]=1. The yield is 0.890.